Task: Predict the product of the given reaction.. Dataset: Forward reaction prediction with 1.9M reactions from USPTO patents (1976-2016) (1) Given the reactants Br[C:2]1[C:10]2[N:9]=[C:8]([N:11]3[CH2:16][CH2:15][N:14]([C:17]4[C:22]([C:23]([F:26])([F:25])[F:24])=[CH:21][CH:20]=[CH:19][N:18]=4)[CH2:13][CH2:12]3)[NH:7][C:6]=2[CH:5]=[C:4]([C:27]([F:30])([F:29])[F:28])[CH:3]=1.C([Sn](CCCC)(CCCC)[C:36]1[S:37][CH:38]=[CH:39][N:40]=1)CCC, predict the reaction product. The product is: [S:37]1[CH:38]=[CH:39][N:40]=[C:36]1[C:2]1[C:10]2[NH:9][C:8]([N:11]3[CH2:12][CH2:13][N:14]([C:17]4[C:22]([C:23]([F:26])([F:25])[F:24])=[CH:21][CH:20]=[CH:19][N:18]=4)[CH2:15][CH2:16]3)=[N:7][C:6]=2[CH:5]=[C:4]([C:27]([F:29])([F:30])[F:28])[CH:3]=1. (2) The product is: [CH2:1]([O:15][CH2:16][C@H:17]([O:20][CH2:21][CH2:22][CH2:23][CH2:24][CH2:25][CH2:26][CH2:27][CH2:28][CH2:29][CH2:30][CH2:31][CH2:32][CH2:33][CH3:34])[CH2:18][N:36]([CH3:37])[CH3:35])[CH2:2][CH2:3][CH2:4][CH2:5][CH2:6][CH2:7][CH2:8][CH2:9][CH2:10][CH2:11][CH2:12][CH2:13][CH3:14]. Given the reactants [CH2:1]([O:15][CH2:16][C@H:17]([O:20][CH2:21][CH2:22][CH2:23][CH2:24][CH2:25][CH2:26][CH2:27][CH2:28][CH2:29][CH2:30][CH2:31][CH2:32][CH2:33][CH3:34])[CH2:18]Br)[CH2:2][CH2:3][CH2:4][CH2:5][CH2:6][CH2:7][CH2:8][CH2:9][CH2:10][CH2:11][CH2:12][CH2:13][CH3:14].[CH3:35][NH:36][CH3:37], predict the reaction product.